This data is from Full USPTO retrosynthesis dataset with 1.9M reactions from patents (1976-2016). The task is: Predict the reactants needed to synthesize the given product. (1) Given the product [OH:21][C:14]1([C:2]2[CH:7]=[CH:6][C:5]([O:8][CH3:9])=[CH:4][CH:3]=2)[C:13]2[C:17](=[CH:18][CH:19]=[C:11]([CH3:10])[CH:12]=2)[NH:16][C:15]1=[O:20], predict the reactants needed to synthesize it. The reactants are: Br[C:2]1[CH:7]=[CH:6][C:5]([O:8][CH3:9])=[CH:4][CH:3]=1.[CH3:10][C:11]1[CH:12]=[C:13]2[C:17](=[CH:18][CH:19]=1)[NH:16][C:15](=[O:20])[C:14]2=[O:21]. (2) Given the product [CH3:31][O:30][CH2:29][CH:28]([O:32][C:2]1[CH:11]=[N:10][C:9]2[C:4](=[CH:5][C:6]([O:12][CH3:13])=[CH:7][CH:8]=2)[N:3]=1)[CH2:27][N:24]1[CH2:23][CH2:22][CH:21]([NH:20][C:19]([C:42]2[CH:43]=[CH:44][C:38]3[S:37][CH2:36][C:35](=[O:34])[NH:40][C:39]=3[CH:41]=2)=[O:33])[CH2:26][CH2:25]1, predict the reactants needed to synthesize it. The reactants are: Cl[C:2]1[CH:11]=[N:10][C:9]2[C:4](=[CH:5][C:6]([O:12][CH3:13])=[CH:7][CH:8]=2)[N:3]=1.C(O[C:19](=[O:33])[NH:20][CH:21]1[CH2:26][CH2:25][N:24]([CH2:27][CH:28]([OH:32])[CH2:29][O:30][CH3:31])[CH2:23][CH2:22]1)(C)(C)C.[O:34]=[C:35]1[NH:40][C:39]2[CH:41]=[C:42](C(O)=O)[CH:43]=[CH:44][C:38]=2[S:37][CH2:36]1. (3) Given the product [Br:1][C:2]1[CH:3]=[C:4]([C:9]2[C:10]([C:14]3[CH:19]=[CH:18][CH:17]=[C:16]([CH3:20])[N:15]=3)=[N:11][N:12]([CH3:24])[CH:13]=2)[CH:5]=[CH:6][C:7]=1[F:8], predict the reactants needed to synthesize it. The reactants are: [Br:1][C:2]1[CH:3]=[C:4]([C:9]2[C:10]([C:14]3[CH:19]=[CH:18][CH:17]=[C:16]([CH3:20])[N:15]=3)=[N:11][NH:12][CH:13]=2)[CH:5]=[CH:6][C:7]=1[F:8].[H-].[Na+].I[CH3:24].[Cl-].[NH4+]. (4) Given the product [CH2:1]([O:4][C:5]1[C:6](=[O:12])[C:7]2[C:8](=[CH:21][CH:20]=[C:19]3[C:18]=2[CH2:17][CH2:16][CH2:15][C:14]3([CH3:22])[CH3:13])[C:9](=[O:11])[CH:10]=1)[CH:2]=[CH2:3], predict the reactants needed to synthesize it. The reactants are: [CH2:1]([O:4][C:5]1[C:6](=[O:12])[CH:7]=[CH:8][C:9](=[O:11])[CH:10]=1)[CH:2]=[CH2:3].[CH3:13][C:14]1([CH3:22])[C:19]([CH:20]=[CH2:21])=[CH:18][CH2:17][CH2:16][CH2:15]1. (5) Given the product [NH2:28][C:14]1[CH:13]=[CH:12][C:11]([C:9]2[S:10][C:6]([CH2:5][NH:4][CH2:3][CH2:2][OH:1])=[CH:7][CH:8]=2)=[CH:16][C:15]=1[NH:17][C:18](=[O:27])[C:19]1[CH:20]=[CH:21][C:22]([O:25][CH3:26])=[CH:23][CH:24]=1, predict the reactants needed to synthesize it. The reactants are: [OH:1][CH2:2][CH2:3][NH:4][CH2:5][C:6]1[S:10][C:9]([C:11]2[CH:12]=[CH:13][C:14]([N+:28]([O-])=O)=[C:15]([NH:17][C:18](=[O:27])[C:19]3[CH:24]=[CH:23][C:22]([O:25][CH3:26])=[CH:21][CH:20]=3)[CH:16]=2)=[CH:8][CH:7]=1.CO.C(N(CC)CC)C. (6) Given the product [CH:27]1[C:28]2[C:23](=[CH:22][CH:21]=[CH:20][CH:19]=2)[CH:24]=[CH:25][C:26]=1[O:1][CH2:2][CH2:3][CH2:4][C:5]1[C:13]2[C:8](=[CH:9][CH:10]=[CH:11][CH:12]=2)[NH:7][C:6]=1[C:14]([O:16][CH2:17][CH3:18])=[O:15], predict the reactants needed to synthesize it. The reactants are: [OH:1][CH2:2][CH2:3][CH2:4][C:5]1[C:13]2[C:8](=[CH:9][CH:10]=[CH:11][CH:12]=2)[NH:7][C:6]=1[C:14]([O:16][CH2:17][CH3:18])=[O:15].[CH:19]1[C:28]2[C:23](=[CH:24][CH:25]=[CH:26][CH:27]=2)[CH:22]=[CH:21][C:20]=1O. (7) The reactants are: [NH2:1][CH2:2][C@H:3]1[C@H:9]([C:10]2[CH:15]=[CH:14][C:13]([Cl:16])=[C:12]([F:17])[CH:11]=2)[O:8][CH2:7][CH2:6][N:5](C(OC(C)(C)C)=O)[CH2:4]1.C[O:26][C:27]1[C:32]([C:33](O)=[O:34])=[CH:31][CH:30]=[CH:29][N:28]=1. Given the product [ClH:16].[Cl:16][C:13]1[CH:14]=[CH:15][C:10]([C@@H:9]2[O:8][CH2:7][CH2:6][NH:5][CH2:4][C@H:3]2[CH2:2][NH:1][C:33]([C:32]2[C:27](=[O:26])[NH:28][CH:29]=[CH:30][CH:31]=2)=[O:34])=[CH:11][C:12]=1[F:17], predict the reactants needed to synthesize it.